This data is from Reaction yield outcomes from USPTO patents with 853,638 reactions. The task is: Predict the reaction yield, written as a fraction of the theoretical maximum amount of product (1.0 means a 100% yield; for example, 0.34 means a 34% yield). (1) The reactants are CN(C(ON1N=NC2C=CC=NC1=2)=[N+](C)C)C.F[P-](F)(F)(F)(F)F.[F:25][C:26]1[CH:27]=[C:28]([NH:37][C:38]([C@@H:40]2[NH:49][CH2:48][CH2:47][C:46]3[N:45]=[C:44]([O:50][CH3:51])[CH:43]=[CH:42][C:41]2=3)=[O:39])[CH:29]=[C:30]([F:36])[C:31]=1[Si:32]([CH3:35])([CH3:34])[CH3:33].CCN(C(C)C)C(C)C.[C@H:61]1([C:68](O)=[O:69])[CH2:64][C@@H:63]([C:65]([OH:67])=[O:66])[CH2:62]1.C(=O)([O-])O.[Na+]. The catalyst is CN(C=O)C.O.C(#N)C. The product is [F:36][C:30]1[CH:29]=[C:28]([NH:37][C:38]([C@@H:40]2[N:49]([C:68]([C@@H:61]3[CH2:64][C@H:63]([C:65]([OH:67])=[O:66])[CH2:62]3)=[O:69])[CH2:48][CH2:47][C:46]3[N:45]=[C:44]([O:50][CH3:51])[CH:43]=[CH:42][C:41]2=3)=[O:39])[CH:27]=[C:26]([F:25])[C:31]=1[Si:32]([CH3:35])([CH3:34])[CH3:33]. The yield is 0.385. (2) The reactants are [C:1]1([C:7]2[CH:12]=[C:11]([CH:13]3[CH2:18][CH2:17][S:16](=[O:20])(=[O:19])[CH2:15][CH2:14]3)[CH:10]=[CH:9][C:8]=2[NH2:21])[CH2:6][CH2:5][CH2:4][CH2:3][CH:2]=1.[K+].[C:23]([C:25]1[N:26]=[C:27]([C:38]([O-])=[O:39])[N:28]([CH2:30][O:31][CH2:32][CH2:33][Si:34]([CH3:37])([CH3:36])[CH3:35])[CH:29]=1)#[N:24].F[P-](F)(F)(F)(F)F.Br[P+](N1CCCC1)(N1CCCC1)N1CCCC1.CCN(C(C)C)C(C)C. The catalyst is CN(C=O)C.CCOC(C)=O. The product is [C:1]1([C:7]2[CH:12]=[C:11]([CH:13]3[CH2:18][CH2:17][S:16](=[O:19])(=[O:20])[CH2:15][CH2:14]3)[CH:10]=[CH:9][C:8]=2[NH:21][C:38]([C:27]2[N:28]([CH2:30][O:31][CH2:32][CH2:33][Si:34]([CH3:37])([CH3:36])[CH3:35])[CH:29]=[C:25]([C:23]#[N:24])[N:26]=2)=[O:39])[CH2:6][CH2:5][CH2:4][CH2:3][CH:2]=1. The yield is 0.730. (3) The product is [Cl:1][C:2]1[C:3]([C:19]([F:22])([F:20])[F:21])=[N:4][N:5]([CH3:18])[C:6]=1[C:7]1[CH:12]=[C:11]([NH2:13])[CH:10]=[CH:9][C:8]=1[O:16][CH3:17]. The reactants are [Cl:1][C:2]1[C:3]([C:19]([F:22])([F:21])[F:20])=[N:4][N:5]([CH3:18])[C:6]=1[C:7]1[CH:12]=[C:11]([N+:13]([O-])=O)[CH:10]=[CH:9][C:8]=1[O:16][CH3:17]. The yield is 0.660. The catalyst is CCO. (4) The reactants are [Na].Cl[C:3]1[C:8]([O:9][CH:10]([F:12])[F:11])=[CH:7][CH:6]=[CH:5][N:4]=1.[CH3:13][OH:14]. No catalyst specified. The product is [F:11][CH:10]([F:12])[O:9][C:8]1[C:3]([O:14][CH3:13])=[N:4][CH:5]=[CH:6][CH:7]=1. The yield is 0.560. (5) The reactants are C[O:2][C:3](=O)[CH:4]([NH:11][CH2:12][CH2:13][C:14]1[CH:19]=[CH:18][C:17]([O:20][CH2:21][C:22]2[CH:27]=[CH:26][CH:25]=[C:24]([F:28])[CH:23]=2)=[C:16]([O:29][CH3:30])[CH:15]=1)[C:5]1[CH:10]=[CH:9][CH:8]=[CH:7][CH:6]=1.[CH3:32][NH:33][CH3:34].C[Al](C)C. The catalyst is O1CCCC1.CCCCCCC. The product is [F:28][C:24]1[CH:23]=[C:22]([CH:27]=[CH:26][CH:25]=1)[CH2:21][O:20][C:17]1[CH:18]=[CH:19][C:14]([CH2:13][CH2:12][NH:11][CH:4]([C:5]2[CH:10]=[CH:9][CH:8]=[CH:7][CH:6]=2)[C:3]([N:33]([CH3:34])[CH3:32])=[O:2])=[CH:15][C:16]=1[O:29][CH3:30]. The yield is 0.520.